From a dataset of TCR-epitope binding with 47,182 pairs between 192 epitopes and 23,139 TCRs. Binary Classification. Given a T-cell receptor sequence (or CDR3 region) and an epitope sequence, predict whether binding occurs between them. (1) The epitope is NLNESLIDL. The TCR CDR3 sequence is CASSSPVSSYEQYF. Result: 0 (the TCR does not bind to the epitope). (2) The epitope is RILGAGCFV. The TCR CDR3 sequence is CASSSTGFNEQYF. Result: 1 (the TCR binds to the epitope). (3) The epitope is LVLSVNPYV. The TCR CDR3 sequence is CASSGGRGNIQYF. Result: 0 (the TCR does not bind to the epitope). (4) The epitope is HTTDPSFLGRY. The TCR CDR3 sequence is CASKGGMTAEESTF. Result: 1 (the TCR binds to the epitope). (5) The epitope is YLNTLTLAV. The TCR CDR3 sequence is CASSYGGGYTEAFF. Result: 1 (the TCR binds to the epitope). (6) The TCR CDR3 sequence is CATRRGTGDNEQFF. The epitope is TLIGDCATV. Result: 1 (the TCR binds to the epitope). (7) The epitope is KPLEFGATSAAL. The TCR CDR3 sequence is CASSFYLAGAPEQYF. Result: 1 (the TCR binds to the epitope). (8) The epitope is VVYRGTTTY. The TCR CDR3 sequence is CASSLSDSGNTIYF. Result: 0 (the TCR does not bind to the epitope). (9) The epitope is SEVGPEHSLAEY. The TCR CDR3 sequence is CAISEAGSAYEQYF. Result: 1 (the TCR binds to the epitope). (10) The epitope is SEPVLKGVKL. The TCR CDR3 sequence is CASSSQENTEAFF. Result: 0 (the TCR does not bind to the epitope).